This data is from Forward reaction prediction with 1.9M reactions from USPTO patents (1976-2016). The task is: Predict the product of the given reaction. (1) Given the reactants [F:1][C:2]1[C:3]([O:27][CH2:28][C:29]2[CH:34]=[CH:33][CH:32]=[CH:31][CH:30]=2)=[CH:4][CH:5]=[C:6]2[C:11]=1[C:10]([CH3:13])([CH3:12])[C:9]([OH:14])=[C:8]([C:15]([NH:17][CH2:18][C:19]([O:21]C(C)(C)C)=[O:20])=[O:16])[C:7]2=[O:26], predict the reaction product. The product is: [F:1][C:2]1[C:3]([O:27][CH2:28][C:29]2[CH:34]=[CH:33][CH:32]=[CH:31][CH:30]=2)=[CH:4][CH:5]=[C:6]2[C:11]=1[C:10]([CH3:13])([CH3:12])[C:9](=[O:14])[C:8]([C:15]([NH:17][CH2:18][C:19]([OH:21])=[O:20])=[O:16])=[C:7]2[OH:26]. (2) Given the reactants C(=O)([O-])[O-].[K+].[K+].[CH3:7][S:8][C:9]1[NH:10][C:11](=[O:18])[C:12]([N+:15]([O-:17])=[O:16])=[CH:13][N:14]=1.[Cl:19][C:20]1[CH:27]=[CH:26][C:23]([CH2:24]Br)=[CH:22][CH:21]=1.CN(C=O)C, predict the reaction product. The product is: [Cl:19][C:20]1[CH:27]=[CH:26][C:23]([CH2:24][N:14]2[CH:13]=[C:12]([N+:15]([O-:17])=[O:16])[C:11](=[O:18])[NH:10][CH:9]2[S:8][CH3:7])=[CH:22][CH:21]=1. (3) Given the reactants N[C:2]1[CH:3]=[C:4]([C:8]2[N:16]([CH2:17][C:18]3[C:23]([F:24])=[CH:22][CH:21]=[CH:20][C:19]=3[Cl:25])[C:15]3[C:14](=[O:26])[N:13]([CH3:27])[C:12](=[O:28])[N:11]([CH3:29])[C:10]=3[N:9]=2)[CH:5]=[CH:6][CH:7]=1.Cl.N([O-])=[O:32].[Na+], predict the reaction product. The product is: [Cl:25][C:19]1[CH:20]=[CH:21][CH:22]=[C:23]([F:24])[C:18]=1[CH2:17][N:16]1[C:15]2[C:14](=[O:26])[N:13]([CH3:27])[C:12](=[O:28])[N:11]([CH3:29])[C:10]=2[N:9]=[C:8]1[C:4]1[CH:5]=[CH:6][CH:7]=[C:2]([OH:32])[CH:3]=1. (4) Given the reactants [NH:1]1[C:9]2[C:4](=[CH:5][C:6]([C:10]([OH:12])=O)=[CH:7][CH:8]=2)[CH:3]=[CH:2]1.[CH:13]1([NH2:16])[CH2:15][CH2:14]1, predict the reaction product. The product is: [CH:13]1([NH:16][C:10]([C:6]2[CH:5]=[C:4]3[C:9](=[CH:8][CH:7]=2)[NH:1][CH:2]=[CH:3]3)=[O:12])[CH2:15][CH2:14]1. (5) Given the reactants [CH3:1][O:2][C:3](=[O:27])[CH2:4][CH2:5][N:6]1[C:10]2[CH:11]=[CH:12][CH:13]=[CH:14][C:9]=2[N:8]([CH2:15][C:16]2[CH:24]=[C:23]([Cl:25])[CH:22]=[C:21]3[C:17]=2[CH:18]=[CH:19][NH:20]3)[C:7]1=[O:26].C([OH:32])(C)(C)C, predict the reaction product. The product is: [CH3:1][O:2][C:3](=[O:27])[CH2:4][CH2:5][N:6]1[C:10]2[CH:11]=[CH:12][CH:13]=[CH:14][C:9]=2[N:8]([CH2:15][C:16]2[CH:24]=[C:23]([Cl:25])[CH:22]=[C:21]3[C:17]=2[CH2:18][C:19](=[O:32])[NH:20]3)[C:7]1=[O:26]. (6) Given the reactants [CH2:1]([CH:5]1[CH2:14][C:13]2[C:8](=[CH:9][CH:10]=[CH:11][CH:12]=2)[N:7]([C:15]2[CH:20]=[CH:19][C:18]([CH3:21])=[CH:17][CH:16]=2)[C:6]1=[O:22])[CH2:2][CH2:3][CH3:4].[CH2:23]([CH:25]1CC2[C:28](=CC=CC=2)[N:27](C2C=CC(C)=CC=2)[C:26]1=O)C.C(C1(CCCNC)CC2C(=CC=CC=2)N(C2C=CC(C)=CC=2)C1=O)C, predict the reaction product. The product is: [CH2:1]([C:5]1([CH2:23][CH2:25][CH2:26][NH:27][CH3:28])[CH2:14][C:13]2[C:8](=[CH:9][CH:10]=[CH:11][CH:12]=2)[N:7]([C:15]2[CH:20]=[CH:19][C:18]([CH3:21])=[CH:17][CH:16]=2)[C:6]1=[O:22])[CH2:2][CH2:3][CH3:4]. (7) Given the reactants [Cl:1][C:2]1[CH:3]=[C:4]([C:9]2[N:13]([C:14]3[CH:15]=[N:16][C:17]([Cl:20])=[CH:18][CH:19]=3)[N:12]=[C:11]([C:21](O)=[O:22])[CH:10]=2)[CH:5]=[C:6]([F:8])[CH:7]=1.ClC1C=C(C2N(C3C=NC=CC=3)N=C(C([N:45]3[CH2:50][CH2:49][NH:48][C:47](=[O:51])[CH2:46]3)=O)C=2)C=C(F)C=1.O=C1CNCCN1, predict the reaction product. The product is: [Cl:1][C:2]1[CH:3]=[C:4]([C:9]2[N:13]([C:14]3[CH:15]=[N:16][C:17]([Cl:20])=[CH:18][CH:19]=3)[N:12]=[C:11]([C:21]([N:45]3[CH2:50][CH2:49][NH:48][C:47](=[O:51])[CH2:46]3)=[O:22])[CH:10]=2)[CH:5]=[C:6]([F:8])[CH:7]=1.